This data is from Full USPTO retrosynthesis dataset with 1.9M reactions from patents (1976-2016). The task is: Predict the reactants needed to synthesize the given product. (1) Given the product [Cl:1][C:2]1[CH:7]=[CH:6][C:5]([C:8]2[C:9]([O:17][CH2:18][C:19]([F:22])([F:20])[F:21])=[N:10][CH:11]=[C:12]([CH:16]=2)[C:13]([NH:32][CH2:31][C:29]2[O:28][N:27]=[C:26]([C:25]([F:24])([F:33])[F:34])[N:30]=2)=[O:14])=[CH:4][C:3]=1[CH3:23], predict the reactants needed to synthesize it. The reactants are: [Cl:1][C:2]1[CH:7]=[CH:6][C:5]([C:8]2[C:9]([O:17][CH2:18][C:19]([F:22])([F:21])[F:20])=[N:10][CH:11]=[C:12]([CH:16]=2)[C:13](O)=[O:14])=[CH:4][C:3]=1[CH3:23].[F:24][C:25]([F:34])([F:33])[C:26]1[N:30]=[C:29]([CH2:31][NH2:32])[O:28][N:27]=1. (2) The reactants are: [CH3:1][O:2][C:3](=[O:17])[C:4]1[CH:9]=[CH:8][C:7]([N:10]2[CH2:15][CH2:14][C:13](=[O:16])[CH2:12][CH2:11]2)=[CH:6][CH:5]=1. Given the product [CH3:1][O:2][C:3](=[O:17])[C:4]1[CH:5]=[CH:6][C:7]([N:10]2[CH2:15][CH2:14][C:13](=[O:16])[C:12](=[CH:7][N:10]([CH3:15])[CH3:11])[CH2:11]2)=[CH:8][CH:9]=1, predict the reactants needed to synthesize it. (3) Given the product [CH2:21]([C@H:4]1[C@H:3]([CH3:23])[C@@H:2]([NH:1][C:59]2[CH:64]=[N:63][C:62]([CH3:65])=[CH:61][N:60]=2)[C:11]2[C:6](=[CH:7][CH:8]=[C:9]([N:12]3[CH2:13][CH2:14][O:15][CH2:16][CH2:17]3)[CH:10]=2)[N:5]1[C:18](=[O:20])[CH3:19])[CH3:22], predict the reactants needed to synthesize it. The reactants are: [NH2:1][C@H:2]1[C:11]2[C:6](=[CH:7][CH:8]=[C:9]([N:12]3[CH2:17][CH2:16][O:15][CH2:14][CH2:13]3)[CH:10]=2)[N:5]([C:18](=[O:20])[CH3:19])[C@@H:4]([CH2:21][CH3:22])[C@@H:3]1[CH3:23].CN(C1C(C2C(P(C3CCCCC3)C3CCCCC3)=CC=CC=2)=CC=CC=1)C.CC(C)([O-])C.[Na+].Cl[C:59]1[CH:64]=[N:63][C:62]([CH3:65])=[CH:61][N:60]=1.